From a dataset of Forward reaction prediction with 1.9M reactions from USPTO patents (1976-2016). Predict the product of the given reaction. Given the reactants [C:1]([O:5][C:6](=[O:41])[N:7]([CH2:30][C:31]1[CH:40]=[CH:39][C:34]2[O:35][CH2:36][CH2:37][O:38][C:33]=2[CH:32]=1)[CH:8]1[CH2:13][CH2:12][N:11]([CH2:14][CH2:15][N:16]2[C:25]3[C:20](=[CH:21][C:22]([N+:26]([O-])=O)=[CH:23][CH:24]=3)[CH:19]=[CH:18][C:17]2=[O:29])[CH2:10][CH2:9]1)([CH3:4])([CH3:3])[CH3:2], predict the reaction product. The product is: [C:1]([O:5][C:6](=[O:41])[N:7]([CH2:30][C:31]1[CH:40]=[CH:39][C:34]2[O:35][CH2:36][CH2:37][O:38][C:33]=2[CH:32]=1)[CH:8]1[CH2:9][CH2:10][N:11]([CH2:14][CH2:15][N:16]2[C:25]3[C:20](=[CH:21][C:22]([NH2:26])=[CH:23][CH:24]=3)[CH:19]=[CH:18][C:17]2=[O:29])[CH2:12][CH2:13]1)([CH3:4])([CH3:2])[CH3:3].